From a dataset of Full USPTO retrosynthesis dataset with 1.9M reactions from patents (1976-2016). Predict the reactants needed to synthesize the given product. (1) The reactants are: [NH2:1][C:2]([NH:4][C:5]1[S:6][C:7](Br)=[CH:8][C:9]=1[C:10]([NH2:12])=[O:11])=[O:3].C(=O)(O)[O-].[Na+].[CH:19]([C:21]1[CH:26]=[CH:25][C:24](B(O)O)=[CH:23][CH:22]=1)=[O:20]. Given the product [NH2:1][C:2]([NH:4][C:5]1[S:6][C:7]([C:24]2[CH:25]=[CH:26][C:21]([CH:19]=[O:20])=[CH:22][CH:23]=2)=[CH:8][C:9]=1[C:10]([NH2:12])=[O:11])=[O:3], predict the reactants needed to synthesize it. (2) Given the product [Cl:12][C:13]1[CH:18]=[CH:17][C:16]([CH:6]2[O:5][C:4]3[CH:3]=[CH:2][CH:11]=[N:10][C:9]=3[NH:8][CH2:7]2)=[C:15]([F:22])[CH:14]=1, predict the reactants needed to synthesize it. The reactants are: Br[C:2]1[CH:11]=[N:10][C:9]2[NH:8][CH2:7][CH2:6][O:5][C:4]=2[CH:3]=1.[Cl:12][C:13]1[CH:18]=[CH:17][C:16](B(O)O)=[C:15]([F:22])[CH:14]=1. (3) Given the product [NH2:4][C:5]1[N:10]=[CH:9][N:8]=[C:7]2[N:11]([CH:15]([C:17]3[CH:18]=[C:19]([Cl:35])[C:20]([C:33]#[N:34])=[C:21]4[C:27]=3[O:26][CH:25]([CH3:28])[CH2:24][N:23]([CH:29]3[CH2:32][N:31]([CH2:43][C:44]([OH:45])([CH3:47])[CH3:46])[CH2:30]3)[CH2:22]4)[CH3:16])[N:12]=[C:13]([CH3:14])[C:6]=12, predict the reactants needed to synthesize it. The reactants are: Cl.Cl.Cl.[NH2:4][C:5]1[N:10]=[CH:9][N:8]=[C:7]2[N:11]([CH:15]([C:17]3[CH:18]=[C:19]([Cl:35])[C:20]([C:33]#[N:34])=[C:21]4[C:27]=3[O:26][CH:25]([CH3:28])[CH2:24][N:23]([CH:29]3[CH2:32][NH:31][CH2:30]3)[CH2:22]4)[CH3:16])[N:12]=[C:13]([CH3:14])[C:6]=12.C(N(CC)CC)C.[CH3:43][C:44]1([CH3:47])[CH2:46][O:45]1. (4) Given the product [NH:24]([C:31]([O:33][CH2:34][C:35]1[CH:36]=[CH:37][CH:38]=[CH:39][CH:40]=1)=[O:32])[C:25]([C:28]([NH:1][C@H:2]([C:10]([N:12]1[CH2:23][CH2:22][CH2:21][C@@H:13]1[C:14]([O:16][C:17]([CH3:18])([CH3:19])[CH3:20])=[O:15])=[O:11])[CH2:3][C:4]1[CH:5]=[CH:6][CH:7]=[CH:8][CH:9]=1)=[O:29])([CH3:27])[CH3:26], predict the reactants needed to synthesize it. The reactants are: [NH2:1][C@H:2]([C:10]([N:12]1[CH2:23][CH2:22][CH2:21][C@@H:13]1[C:14]([O:16][C:17]([CH3:20])([CH3:19])[CH3:18])=[O:15])=[O:11])[CH2:3][C:4]1[CH:9]=[CH:8][CH:7]=[CH:6][CH:5]=1.[NH:24]([C:31]([O:33][CH2:34][C:35]1[CH:40]=[CH:39][CH:38]=[CH:37][CH:36]=1)=[O:32])[C:25]([C:28](O)=[O:29])([CH3:27])[CH3:26]. (5) Given the product [CH2:1]([O:3][CH:4]=[CH:5][C:29]1[CH:34]=[CH:33][N:32]=[C:31]([S:35][CH3:36])[N:30]=1)[CH3:2], predict the reactants needed to synthesize it. The reactants are: [C:1]([O:3][CH2:4][CH3:5])#[CH:2].B.C1COCC1.C(OC=CB(C=COCC)C=COCC)C.Cl[C:29]1[CH:34]=[CH:33][N:32]=[C:31]([S:35][CH3:36])[N:30]=1.C1C=CC(P(C2C=CC=CC=2)C2C=CC=CC=2)=CC=1.[OH-].[Na+]. (6) Given the product [Br:14][C:15]1[CH:20]=[CH:19][C:18]([O:5][CH:4]([C:6]2[CH:11]=[CH:10][C:9]([F:12])=[CH:8][CH:7]=2)[C:3]([OH:2])=[O:13])=[CH:17][CH:16]=1.[Br:14][C:15]1[CH:20]=[CH:19][C:18]([O:21][CH:4]([C:6]2[CH:7]=[CH:8][C:9]([F:12])=[CH:10][CH:11]=2)[C:3]([NH:22][C:23]2[CH:28]=[CH:27][CH:26]=[CH:25][N:24]=2)=[O:13])=[CH:17][CH:16]=1, predict the reactants needed to synthesize it. The reactants are: C[O:2][C:3](=[O:13])[CH:4]([C:6]1[CH:11]=[CH:10][C:9]([F:12])=[CH:8][CH:7]=1)[OH:5].[Br:14][C:15]1[CH:20]=[CH:19][C:18]([OH:21])=[CH:17][CH:16]=1.[NH2:22][C:23]1[CH:28]=[CH:27][CH:26]=[CH:25][N:24]=1. (7) Given the product [CH2:25]([O:24][C:22](=[O:23])[CH2:21][O:20][C:18]1[CH:17]=[CH:16][C:12]2[CH2:13][CH2:14][CH2:15][CH:9]([N:8]([C:27]([O:29][C:30]([CH3:33])([CH3:32])[CH3:31])=[O:28])[CH2:1][C:2]3[CH:3]=[CH:4][CH:5]=[CH:6][CH:7]=3)[CH2:10][C:11]=2[CH:19]=1)[CH3:26], predict the reactants needed to synthesize it. The reactants are: [CH2:1]([NH:8][CH:9]1[CH2:15][CH2:14][CH2:13][C:12]2[CH:16]=[CH:17][C:18]([O:20][CH2:21][C:22]([O:24][CH2:25][CH3:26])=[O:23])=[CH:19][C:11]=2[CH2:10]1)[C:2]1[CH:7]=[CH:6][CH:5]=[CH:4][CH:3]=1.[C:27](O[C:27]([O:29][C:30]([CH3:33])([CH3:32])[CH3:31])=[O:28])([O:29][C:30]([CH3:33])([CH3:32])[CH3:31])=[O:28]. (8) Given the product [CH3:24][O:23][C:3]1[CH:4]=[C:5]2[C:10](=[CH:11][C:2]=1[O:1][CH2:40][C@H:41]1[N:45]([CH3:46])[C:44](=[O:47])[CH2:43][CH2:42]1)[N:9]=[CH:8][N:7]=[C:6]2[O:12][C:13]1[CH:14]=[C:15]2[C:19](=[CH:20][CH:21]=1)[NH:18][C:17]([CH3:22])=[CH:16]2, predict the reactants needed to synthesize it. The reactants are: [OH:1][C:2]1[CH:11]=[C:10]2[C:5]([C:6]([O:12][C:13]3[CH:14]=[C:15]4[C:19](=[CH:20][CH:21]=3)[NH:18][C:17]([CH3:22])=[CH:16]4)=[N:7][CH:8]=[N:9]2)=[CH:4][C:3]=1[O:23][CH3:24].C(=O)([O-])[O-].[K+].[K+].C1(C)C=CC(S([CH2:40][C@H:41]2[N:45]([CH3:46])[C:44](=[O:47])[CH2:43][CH2:42]2)(=O)=O)=CC=1.